The task is: Regression. Given a peptide amino acid sequence and an MHC pseudo amino acid sequence, predict their binding affinity value. This is MHC class I binding data.. This data is from Peptide-MHC class I binding affinity with 185,985 pairs from IEDB/IMGT. (1) The peptide sequence is KQQKVYALF. The MHC is HLA-A24:02 with pseudo-sequence HLA-A24:02. The binding affinity (normalized) is 1.00. (2) The peptide sequence is ELRRAAIDR. The MHC is HLA-A68:02 with pseudo-sequence HLA-A68:02. The binding affinity (normalized) is 0.